The task is: Predict which catalyst facilitates the given reaction.. This data is from Catalyst prediction with 721,799 reactions and 888 catalyst types from USPTO. (1) Reactant: Br[CH2:2][C:3]([O:5][CH2:6][CH3:7])=[O:4].[CH3:8][C:9]1[C:13]([C:14]2[NH:18][C:17]3[CH:19]=[C:20]([CH2:23][C:24]([O:26][CH2:27][C:28]4[CH:33]=[CH:32][CH:31]=[CH:30][CH:29]=4)=[O:25])[CH:21]=[CH:22][C:16]=3[N:15]=2)=[C:12]([CH3:34])[O:11][N:10]=1.C(N(CC)CC)C. Product: [CH3:8][C:9]1[C:13]([C:14]2[N:18]([CH2:2][C:3]([O:5][CH2:6][CH3:7])=[O:4])[C:17]3[CH:19]=[C:20]([CH2:23][C:24]([O:26][CH2:27][C:28]4[CH:33]=[CH:32][CH:31]=[CH:30][CH:29]=4)=[O:25])[CH:21]=[CH:22][C:16]=3[N:15]=2)=[C:12]([CH3:34])[O:11][N:10]=1.[CH3:8][C:9]1[C:13]([C:14]2[N:15]([CH2:2][C:3]([O:5][CH2:6][CH3:7])=[O:4])[C:16]3[CH:22]=[CH:21][C:20]([CH2:23][C:24]([O:26][CH2:27][C:28]4[CH:33]=[CH:32][CH:31]=[CH:30][CH:29]=4)=[O:25])=[CH:19][C:17]=3[N:18]=2)=[C:12]([CH3:34])[O:11][N:10]=1. The catalyst class is: 7. (2) Reactant: [O:1]1[CH2:6][CH2:5][O:4][C:3]2[CH:7]=[C:8]([N:11]([CH:21]3[CH2:29][C:28]4[C:23](=[CH:24][CH:25]=[CH:26][CH:27]=4)[CH2:22]3)[CH2:12][CH2:13][CH:14]3[CH2:19][CH2:18][CH2:17][CH2:16][N:15]3[CH3:20])[CH:9]=[CH:10][C:2]1=2.[CH3:30][I:31]. Product: [I-:31].[CH3:20][N+:15]1([CH3:30])[CH2:16][CH2:17][CH2:18][CH2:19][CH:14]1[CH2:13][CH2:12][N:11]([C:8]1[CH:9]=[CH:10][C:2]2[O:1][CH2:6][CH2:5][O:4][C:3]=2[CH:7]=1)[CH:21]1[CH2:29][C:28]2[C:23](=[CH:24][CH:25]=[CH:26][CH:27]=2)[CH2:22]1. The catalyst class is: 26. (3) Reactant: [CH2:1]([N:8]([CH2:12][C:13]1[C:18](Cl)=[N:17][C:16]([Cl:20])=[CH:15][N:14]=1)[CH2:9][CH2:10][OH:11])[C:2]1[CH:7]=[CH:6][CH:5]=[CH:4][CH:3]=1.CC(C)([O-])C.[K+].O. Product: [CH2:1]([N:8]1[CH2:12][C:13]2[N:14]=[CH:15][C:16]([Cl:20])=[N:17][C:18]=2[O:11][CH2:10][CH2:9]1)[C:2]1[CH:7]=[CH:6][CH:5]=[CH:4][CH:3]=1. The catalyst class is: 1.